This data is from Acute oral toxicity (LD50) regression data from Zhu et al.. The task is: Regression/Classification. Given a drug SMILES string, predict its toxicity properties. Task type varies by dataset: regression for continuous values (e.g., LD50, hERG inhibition percentage) or binary classification for toxic/non-toxic outcomes (e.g., AMES mutagenicity, cardiotoxicity, hepatotoxicity). Dataset: ld50_zhu. (1) The drug is Nc1ncnc2[nH]cnc12. The rat oral LD50 is 2.26, given as -log10 of the dose in mol/kg body weight (higher means more acutely toxic). (2) The drug is CC(C)=CCCC(C)CCOC=O. The rat oral LD50 is 1.34, given as -log10 of the dose in mol/kg body weight (higher means more acutely toxic).